Dataset: Forward reaction prediction with 1.9M reactions from USPTO patents (1976-2016). Task: Predict the product of the given reaction. (1) Given the reactants [C:1](Cl)(=O)C(Cl)=O.[Cl:7][C:8]1[CH:13]=[CH:12][N:11]=[C:10]([C:14]([OH:16])=[O:15])[CH:9]=1.CN(C)C=O, predict the reaction product. The product is: [CH3:1][O:15][C:14]([C:10]1[CH:9]=[C:8]([Cl:7])[CH:13]=[CH:12][N:11]=1)=[O:16]. (2) Given the reactants [C:1]([C:5]1[CH:6]=[C:7]([C:16]2[S:17][CH:18]=[C:19]([CH:21]3[CH2:26][CH2:25][NH:24][CH2:23][CH2:22]3)[N:20]=2)[CH:8]=[C:9]([S:11][C:12]([F:15])([F:14])[F:13])[CH:10]=1)([CH3:4])([CH3:3])[CH3:2].[N:27]1([CH2:36][C:37](O)=[O:38])[C:31]2[CH:32]=[CH:33][CH:34]=[CH:35][C:30]=2[N:29]=[CH:28]1, predict the reaction product. The product is: [C:1]([C:5]1[CH:6]=[C:7]([C:16]2[S:17][CH:18]=[C:19]([CH:21]3[CH2:26][CH2:25][N:24]([C:37](=[O:38])[CH2:36][N:27]4[C:31]5[CH:32]=[CH:33][CH:34]=[CH:35][C:30]=5[N:29]=[CH:28]4)[CH2:23][CH2:22]3)[N:20]=2)[CH:8]=[C:9]([S:11][C:12]([F:15])([F:13])[F:14])[CH:10]=1)([CH3:4])([CH3:2])[CH3:3]. (3) Given the reactants [N+:1]([C:4]1[CH:14]=[CH:13][C:7]([CH2:8][S:9]([OH:12])(=[O:11])=[O:10])=[CH:6][CH:5]=1)([O-])=O.CO, predict the reaction product. The product is: [NH2:1][C:4]1[CH:14]=[CH:13][C:7]([CH2:8][S:9]([OH:12])(=[O:10])=[O:11])=[CH:6][CH:5]=1. (4) Given the reactants [C:1]([C:5]1[CH:6]=[C:7]([CH:10]=[CH:11][C:12]=1[N:13]([CH2:18][CH3:19])[CH2:14][CH:15]([CH3:17])[CH3:16])[CH:8]=[O:9])([CH3:4])([CH3:3])[CH3:2].[C:20]([Mg]Br)#[CH:21], predict the reaction product. The product is: [C:1]([C:5]1[CH:6]=[C:7]([CH:8]([OH:9])[C:20]#[CH:21])[CH:10]=[CH:11][C:12]=1[N:13]([CH2:18][CH3:19])[CH2:14][CH:15]([CH3:16])[CH3:17])([CH3:4])([CH3:3])[CH3:2]. (5) Given the reactants Cl[C:2]1[N:7]=[C:6]([O:8][C@@H:9]([C@H:11]2[CH2:15][NH:14][C:13](=[O:16])[CH2:12]2)[CH3:10])[C:5]2[N:17]([CH3:20])[CH:18]=[N:19][C:4]=2[CH:3]=1.[C:21]([C:23]1[CH:28]=[CH:27][C:26](B(O)O)=[CH:25][C:24]=1[O:32][CH3:33])#[N:22], predict the reaction product. The product is: [CH3:33][O:32][C:24]1[CH:25]=[C:26]([C:2]2[N:7]=[C:6]([O:8][C@@H:9]([C@@H:11]3[CH2:12][C:13](=[O:16])[NH:14][CH2:15]3)[CH3:10])[C:5]3[N:17]([CH3:20])[CH:18]=[N:19][C:4]=3[CH:3]=2)[CH:27]=[CH:28][C:23]=1[C:21]#[N:22]. (6) Given the reactants [NH2:1][C:2]1[CH:9]=[C:8](F)[C:5]([C:6]#[N:7])=[CH:4][N:3]=1.[F:11][CH2:12][CH2:13][OH:14], predict the reaction product. The product is: [NH2:1][C:2]1[CH:9]=[C:8]([O:14][CH2:13][CH2:12][F:11])[C:5]([C:6]#[N:7])=[CH:4][N:3]=1.